This data is from Full USPTO retrosynthesis dataset with 1.9M reactions from patents (1976-2016). The task is: Predict the reactants needed to synthesize the given product. (1) The reactants are: C([N:8]1[CH2:13][CH2:12][CH:11]([OH:14])[C:10]([CH2:16][CH3:17])([CH3:15])[CH2:9]1)C1C=CC=CC=1. Given the product [CH2:16]([C:10]1([CH3:15])[CH:11]([OH:14])[CH2:12][CH2:13][NH:8][CH2:9]1)[CH3:17], predict the reactants needed to synthesize it. (2) Given the product [ClH:43].[CH3:36][N:31]1[C:30]2[NH:29][C:28]3[CH:37]=[C:38]([CH3:41])[CH:39]=[CH:40][C:27]=3[N:26]([C:24]([CH:21]3[CH2:20][CH2:19][CH:18]([CH2:17][NH:16][C:15](=[O:42])[CH2:14][CH:11]4[CH2:10][CH2:9][NH:8][CH2:13][CH2:12]4)[CH2:23][CH2:22]3)=[O:25])[CH2:35][C:34]=2[CH:33]=[N:32]1, predict the reactants needed to synthesize it. The reactants are: C(OC([N:8]1[CH2:13][CH2:12][CH:11]([CH2:14][C:15](=[O:42])[NH:16][CH2:17][CH:18]2[CH2:23][CH2:22][CH:21]([C:24]([N:26]3[CH2:35][C:34]4[CH:33]=[N:32][N:31]([CH3:36])[C:30]=4[NH:29][C:28]4[CH:37]=[C:38]([CH3:41])[CH:39]=[CH:40][C:27]3=4)=[O:25])[CH2:20][CH2:19]2)[CH2:10][CH2:9]1)=O)(C)(C)C.[ClH:43].O1CCOCC1.